Dataset: Reaction yield outcomes from USPTO patents with 853,638 reactions. Task: Predict the reaction yield, written as a fraction of the theoretical maximum amount of product (1.0 means a 100% yield; for example, 0.34 means a 34% yield). (1) The reactants are [F:1][C:2]1[CH:7]=[CH:6][C:5]([CH2:8][CH:9]([C:13]2[CH:18]=[CH:17][C:16]([S:19]([CH3:22])(=[O:21])=[O:20])=[CH:15][CH:14]=2)[C:10](O)=[O:11])=[CH:4][CH:3]=1.[NH2:23][C:24]1[CH:29]=[N:28][C:27]([Br:30])=[CH:26][N:25]=1.CCN=C=NCCCN(C)C.Cl. The catalyst is C(Cl)Cl.CN(C1C=CN=CC=1)C. The product is [Br:30][C:27]1[N:28]=[CH:29][C:24]([NH:23][C:10](=[O:11])[CH:9]([C:13]2[CH:14]=[CH:15][C:16]([S:19]([CH3:22])(=[O:20])=[O:21])=[CH:17][CH:18]=2)[CH2:8][C:5]2[CH:4]=[CH:3][C:2]([F:1])=[CH:7][CH:6]=2)=[N:25][CH:26]=1. The yield is 0.290. (2) The reactants are [CH:1]1([Mg]Br)[CH2:3][CH2:2]1.[C:6](=[C:9]([C:15]([O:17][CH2:18][CH3:19])=[O:16])[C:10]([O:12][CH2:13][CH3:14])=[O:11])([CH3:8])[CH3:7].[NH4+].[Cl-]. The catalyst is O1CCCC1.[Cu]I. The product is [CH2:13]([O:12][C:10](=[O:11])[CH:9]([C:6]([CH:1]1[CH2:3][CH2:2]1)([CH3:7])[CH3:8])[C:15]([O:17][CH2:18][CH3:19])=[O:16])[CH3:14]. The yield is 0.890. (3) The catalyst is C(Cl)Cl. The yield is 0.420. The reactants are Br[C:2]1[S:3][CH:4]=[C:5]([C:7]2[CH:12]=[CH:11][C:10]([Br:13])=[CH:9][CH:8]=2)[N:6]=1.[NH2:14][C@@H:15]([CH3:18])[CH2:16][OH:17]. The product is [Br:13][C:10]1[CH:11]=[CH:12][C:7]([C:5]2[N:6]=[C:2]([NH:14][C@@H:15]([CH3:18])[CH2:16][OH:17])[S:3][CH:4]=2)=[CH:8][CH:9]=1. (4) The reactants are [OH:1][CH:2]([C:12]1[CH:17]=[CH:16][C:15]([CH3:18])=[CH:14][CH:13]=1)[C:3]#[C:4][C:5]1([OH:11])[CH2:10][CH2:9][CH2:8][CH2:7][CH2:6]1. The catalyst is ClCCl.[O-2].[O-2].[Mn+4]. The product is [OH:11][C:5]1([C:4]#[C:3][C:2]([C:12]2[CH:17]=[CH:16][C:15]([CH3:18])=[CH:14][CH:13]=2)=[O:1])[CH2:10][CH2:9][CH2:8][CH2:7][CH2:6]1. The yield is 0.910. (5) The reactants are I[C:2]1[CH:7]=[CH:6][C:5]([N+:8]([O-:10])=[O:9])=[CH:4][CH:3]=1.[CH3:11][C:12]1[C:13](=[O:18])[NH:14][CH:15]=[CH:16][CH:17]=1.[O-]P([O-])([O-])=O.[K+].[K+].[K+].N[C@@H]1CCCC[C@H]1N. The yield is 0.360. The catalyst is CCOC(C)=O.[Cu]I.O1CCOCC1. The product is [CH3:11][C:12]1[C:13](=[O:18])[N:14]([C:2]2[CH:7]=[CH:6][C:5]([N+:8]([O-:10])=[O:9])=[CH:4][CH:3]=2)[CH:15]=[CH:16][CH:17]=1. (6) The reactants are [NH2:1][C:2]1[CH:10]=[CH:9][C:5]([C:6]([OH:8])=O)=[CH:4][C:3]=1[F:11].[NH:12]1[CH2:17][CH2:16][CH2:15][C@@H:14]2[C:18]3[CH:19]=[CH:20][CH:21]=[CH:22][C:23]=3[CH2:24][C@H:13]12.F[P-](F)(F)(F)(F)F.N1(OC(N(C)C)=[N+](C)C)C2N=CC=CC=2N=N1. No catalyst specified. The product is [NH2:1][C:2]1[CH:10]=[CH:9][C:5]([C:6]([N:12]2[CH2:17][CH2:16][CH2:15][C@@H:14]3[C:18]4[CH:19]=[CH:20][CH:21]=[CH:22][C:23]=4[CH2:24][C@H:13]23)=[O:8])=[CH:4][C:3]=1[F:11]. The yield is 0.620. (7) The reactants are [F:1][C:2]1[CH:3]=[C:4]2[C:9](=[CH:10][CH:11]=1)[N:8]=[C:7]([NH:12][C:13](=[O:17])OCC)[C:6]([O:18][CH3:19])=[N:5]2.[N:20]1[CH:25]=[CH:24][CH:23]=[CH:22][C:21]=1[N:26]1[CH2:31][CH2:30][NH:29][CH2:28][CH2:27]1. No catalyst specified. The product is [F:1][C:2]1[CH:3]=[C:4]2[C:9](=[CH:10][CH:11]=1)[N:8]=[C:7]([NH:12][C:13]([N:29]1[CH2:30][CH2:31][N:26]([C:21]3[CH:22]=[CH:23][CH:24]=[CH:25][N:20]=3)[CH2:27][CH2:28]1)=[O:17])[C:6]([O:18][CH3:19])=[N:5]2. The yield is 0.800.